From a dataset of Catalyst prediction with 721,799 reactions and 888 catalyst types from USPTO. Predict which catalyst facilitates the given reaction. (1) Product: [F:1][C:2]1[CH:7]=[CH:6][C:5]([C:8]2[N:12]3[CH:13]=[CH:14][C:15]([C:17]([OH:18])([CH3:24])[CH2:21][OH:20])=[N:16][C:11]3=[N:10][CH:9]=2)=[CH:4][C:3]=1[C:25]1[CH:26]=[N:27][CH:28]=[CH:29][CH:30]=1. The catalyst class is: 33. Reactant: [F:1][C:2]1[CH:7]=[CH:6][C:5]([C:8]2[N:12]3[CH:13]=[CH:14][C:15]([C:17]4([CH3:24])[CH2:21][O:20]C(C)(C)[O:18]4)=[N:16][C:11]3=[N:10][CH:9]=2)=[CH:4][C:3]=1[C:25]1[CH:26]=[N:27][CH:28]=[CH:29][CH:30]=1. (2) Reactant: [C:1]1([CH2:7][CH2:8][NH:9][C:10](=O)[C:11]2[CH:16]=[CH:15][CH:14]=[C:13]([F:17])[CH:12]=2)[CH:6]=[CH:5][CH:4]=[CH:3][CH:2]=1.O=P12OP3(OP(OP(O3)(O1)=O)(=O)O2)=O.P(Cl)(Cl)(Cl)=O.[OH-].[Na+]. Product: [F:17][C:13]1[CH:12]=[C:11]([C:10]2[C:6]3[C:1](=[CH:2][CH:3]=[CH:4][CH:5]=3)[CH2:7][CH2:8][N:9]=2)[CH:16]=[CH:15][CH:14]=1. The catalyst class is: 113. (3) Product: [F:15][C:16]([F:27])([F:26])[C:17]1[CH:22]=[CH:21][C:20]([C:2]2[C:11]3[C:6](=[CH:7][CH:8]=[C:9]([C:12]([NH2:14])=[O:13])[CH:10]=3)[CH:5]=[N:4][CH:3]=2)=[CH:19][CH:18]=1. Reactant: Br[C:2]1[C:11]2[C:6](=[CH:7][CH:8]=[C:9]([C:12]([NH2:14])=[O:13])[CH:10]=2)[CH:5]=[N:4][CH:3]=1.[F:15][C:16]([F:27])([F:26])[C:17]1[CH:22]=[CH:21][C:20](B(O)O)=[CH:19][CH:18]=1.C(=O)([O-])[O-].[Cs+].[Cs+]. The catalyst class is: 688. (4) Reactant: [I-].[CH3:2][S+](C)(C)=O.[H-].[Na+].[F:9][C:10]([F:25])([F:24])[C:11]1[CH:16]=[CH:15][C:14]([N:17]2[CH2:22][CH2:21][C:20](=[O:23])[CH2:19][CH2:18]2)=[CH:13][CH:12]=1. Product: [F:25][C:10]([F:9])([F:24])[C:11]1[CH:12]=[CH:13][C:14]([N:17]2[CH2:22][CH2:21][C:20]3([O:23][CH2:2]3)[CH2:19][CH2:18]2)=[CH:15][CH:16]=1. The catalyst class is: 16. (5) Reactant: [Br:1][C:2]1[CH:7]=[CH:6][C:5]([C@@H:8]([NH:10][CH2:11][C:12]([C:18]2[CH:23]=[CH:22][CH:21]=[CH:20][CH:19]=2)([OH:17])[CH2:13][C:14]([CH3:16])=[CH2:15])[CH3:9])=[CH:4][CH:3]=1.Cl[C:25](Cl)([O:27]C(=O)OC(Cl)(Cl)Cl)Cl.CCN(CC)CC. The catalyst class is: 2. Product: [Br:1][C:2]1[CH:3]=[CH:4][C:5]([C@@H:8]([N:10]2[CH2:11][C:12]([CH2:13][C:14]([CH3:16])=[CH2:15])([C:18]3[CH:19]=[CH:20][CH:21]=[CH:22][CH:23]=3)[O:17][C:25]2=[O:27])[CH3:9])=[CH:6][CH:7]=1.